From a dataset of Full USPTO retrosynthesis dataset with 1.9M reactions from patents (1976-2016). Predict the reactants needed to synthesize the given product. (1) Given the product [Br:1][C:2]1[CH:9]=[CH:8][C:5]([CH2:6][N:11]2[CH2:16][CH2:15][O:14][CH2:13][CH2:12]2)=[C:4]([F:10])[CH:3]=1, predict the reactants needed to synthesize it. The reactants are: [Br:1][C:2]1[CH:9]=[CH:8][C:5]([CH2:6]Br)=[C:4]([F:10])[CH:3]=1.[NH:11]1[CH2:16][CH2:15][O:14][CH2:13][CH2:12]1. (2) Given the product [N:14]1([C:17]([O:19][C:20]([CH3:22])([CH3:23])[CH3:21])=[O:18])[CH2:15][CH2:16][N:11]([C:9]([O:8][CH2:1][C:2]2[CH:3]=[CH:4][CH:5]=[CH:6][CH:7]=2)=[O:10])[CH2:12][CH:13]1[C:24]([O:26][C:2]([CH3:7])([CH3:3])[CH3:1])=[O:25], predict the reactants needed to synthesize it. The reactants are: [CH2:1]([O:8][C:9]([N:11]1[CH2:16][CH2:15][N:14]([C:17]([O:19][C:20]([CH3:23])([CH3:22])[CH3:21])=[O:18])[CH:13]([C:24]([OH:26])=[O:25])[CH2:12]1)=[O:10])[C:2]1[CH:7]=[CH:6][CH:5]=[CH:4][CH:3]=1. (3) Given the product [ClH:16].[ClH:1].[Cl:16][C:17]1[CH:18]=[CH:19][C:20]([CH2:23][CH:24]([C:27]2[N:28]=[CH:29][NH:30][CH:31]=2)[CH2:25][NH2:26])=[CH:21][CH:22]=1, predict the reactants needed to synthesize it. The reactants are: [Cl-:1].[Al+3].[Cl-].[Cl-].C1COCC1.[H-].[H-].[H-].[H-].[Li+].[Al+3].[Cl:16][C:17]1[CH:22]=[CH:21][C:20]([CH2:23][CH:24]([C:27]2[N:28]=[CH:29][NH:30][CH:31]=2)[C:25]#[N:26])=[CH:19][CH:18]=1.